This data is from Full USPTO retrosynthesis dataset with 1.9M reactions from patents (1976-2016). The task is: Predict the reactants needed to synthesize the given product. (1) Given the product [CH2:8]([O:15][C:16]([N:3]1[CH2:2][CH2:1][CH:4]1[C:5]([OH:7])=[O:6])=[O:17])[C:9]1[CH:14]=[CH:13][CH:12]=[CH:11][CH:10]=1, predict the reactants needed to synthesize it. The reactants are: [CH2:1]1[CH:4]([C:5]([OH:7])=[O:6])[NH:3][CH2:2]1.[CH2:8]([O:15][C:16](Cl)=[O:17])[C:9]1[CH:14]=[CH:13][CH:12]=[CH:11][CH:10]=1. (2) Given the product [NH:8]1[CH2:13][CH2:12][CH2:11][CH2:10][CH:9]1[CH2:14][C:15]1[O:16][C:17]2[CH:23]=[CH:22][CH:21]=[CH:20][C:18]=2[N:19]=1, predict the reactants needed to synthesize it. The reactants are: C(OC([N:8]1[CH2:13][CH2:12][CH2:11][CH2:10][CH:9]1[CH2:14][C:15]1[O:16][C:17]2[CH:23]=[CH:22][CH:21]=[CH:20][C:18]=2[N:19]=1)=O)(C)(C)C.FC(F)(F)C(O)=O.C(=O)([O-])[O-].[K+].[K+]. (3) Given the product [CH:1]([C:3]1[CH:4]=[CH:5][C:6]([OH:12])=[C:7]([CH:11]=1)[C:8]([O:10][CH3:18])=[O:9])=[O:2], predict the reactants needed to synthesize it. The reactants are: [CH:1]([C:3]1[CH:4]=[CH:5][C:6]([OH:12])=[C:7]([CH:11]=1)[C:8]([OH:10])=[O:9])=[O:2].OS(O)(=O)=O.[CH3:18]COC(C)=O.C([O-])(O)=O.[Na+]. (4) Given the product [CH:17]([C:2]1[C:3]([F:16])=[C:4]([CH:5]=[CH:6][CH:7]=1)[NH2:8])=[CH2:18], predict the reactants needed to synthesize it. The reactants are: Br[C:2]1[C:3]([F:16])=[C:4]([NH:8]C(=O)OC(C)(C)C)[CH:5]=[CH:6][CH:7]=1.[CH2:17]([Sn](CCCC)(CCCC)C=C)[CH2:18]CC.FC(F)(F)C(O)=O. (5) Given the product [Cl:1][C:2]1[CH:3]=[C:4]([CH:24]=[CH:25][C:26]=1[F:27])[CH2:5][N:6]1[CH2:15][CH2:14][C:13]2[C:8](=[C:9]([OH:22])[C:10](=[O:21])[N:11]3[CH2:34][CH2:20][NH:18][C:16](=[O:17])[C:12]3=2)[C:7]1=[O:23], predict the reactants needed to synthesize it. The reactants are: [Cl:1][C:2]1[CH:3]=[C:4]([CH:24]=[CH:25][C:26]=1[F:27])[CH2:5][N:6]1[CH2:15][CH2:14][C:13]2[C:12]([C:16]([N:18]([CH3:20])C)=[O:17])=[N:11][C:10]([OH:21])=[C:9]([OH:22])[C:8]=2[C:7]1=[O:23].C[O-].[Mg+2].C[O-].Br[CH2:34]CNC(=O)OC(C)(C)C.